This data is from Full USPTO retrosynthesis dataset with 1.9M reactions from patents (1976-2016). The task is: Predict the reactants needed to synthesize the given product. Given the product [Cl:23][C:20]1[CH:19]=[CH:18][C:17]([C@@H:13]([CH:14]2[CH2:15][CH2:16]2)[CH2:12][C:24]#[N:25])=[CH:22][CH:21]=1, predict the reactants needed to synthesize it. The reactants are: CC1C=CC(S(O[CH2:12][C@@H:13]([C:17]2[CH:22]=[CH:21][C:20]([Cl:23])=[CH:19][CH:18]=2)[CH:14]2[CH2:16][CH2:15]2)(=O)=O)=CC=1.[C-:24]#[N:25].[Na+].